This data is from Orexin1 receptor HTS with 218,158 compounds and 233 confirmed actives. The task is: Binary Classification. Given a drug SMILES string, predict its activity (active/inactive) in a high-throughput screening assay against a specified biological target. (1) The compound is Clc1ccc(C(=O)NC(=S)NC2CCCCC2)cc1. The result is 0 (inactive). (2) The drug is O1CCN(Cc2c(O)c(nc(CN3CCOCC3)c2)C(C)(C)C)CC1. The result is 0 (inactive).